This data is from Catalyst prediction with 721,799 reactions and 888 catalyst types from USPTO. The task is: Predict which catalyst facilitates the given reaction. Reactant: [CH:1]([C:3]1[N:4]=[CH:5][NH:6][C:7]=1[C:8]([O:10][CH3:11])=[O:9])=O.[O-]S([O-])(=O)=O.[Na+].[Na+].[CH2:19]([NH:26][CH2:27][CH2:28][OH:29])[C:20]1[CH:25]=[CH:24][CH:23]=[CH:22][CH:21]=1.[BH-](OC(C)=O)(OC(C)=O)OC(C)=O.[Na+].C([O-])(O)=O.[Na+]. Product: [CH2:19]([N:26]([CH2:1][C:3]1[N:4]=[CH:5][NH:6][C:7]=1[C:8]([O:10][CH3:11])=[O:9])[CH2:27][CH2:28][OH:29])[C:20]1[CH:25]=[CH:24][CH:23]=[CH:22][CH:21]=1. The catalyst class is: 20.